Dataset: Peptide-MHC class II binding affinity with 134,281 pairs from IEDB. Task: Regression. Given a peptide amino acid sequence and an MHC pseudo amino acid sequence, predict their binding affinity value. This is MHC class II binding data. (1) The peptide sequence is GELQIVDKIDAAFKF. The MHC is DRB1_1302 with pseudo-sequence DRB1_1302. The binding affinity (normalized) is 0.590. (2) The peptide sequence is VDGRGNYNTDLLPDW. The MHC is DRB3_0101 with pseudo-sequence DRB3_0101. The binding affinity (normalized) is 0.541. (3) The peptide sequence is HVQDCDESVLTRLEA. The MHC is DRB4_0103 with pseudo-sequence DRB4_0103. The binding affinity (normalized) is 0.389. (4) The peptide sequence is NSYSGVEGEGLHKLGYI. The MHC is DRB4_0101 with pseudo-sequence DRB4_0103. The binding affinity (normalized) is 0.0715. (5) The peptide sequence is RLKLFAAETLKATEE. The MHC is DRB1_0101 with pseudo-sequence DRB1_0101. The binding affinity (normalized) is 0.845. (6) The peptide sequence is GFLNEDHWFSRENSYSG. The MHC is DRB4_0101 with pseudo-sequence DRB4_0103. The binding affinity (normalized) is 0.118.